Dataset: Full USPTO retrosynthesis dataset with 1.9M reactions from patents (1976-2016). Task: Predict the reactants needed to synthesize the given product. (1) Given the product [CH3:22][CH:21]([CH:20]([O:19][C:5]1[CH:4]=[CH:3][C:2]([C:32]2[CH:33]=[CH:34][C:35]([O:36][CH3:37])=[C:30]([C:27]([OH:29])=[O:28])[CH:31]=2)=[CH:7][C:6]=1[NH:8][C:9]([NH:11][C:12]1[CH:17]=[CH:16][CH:15]=[CH:14][C:13]=1[F:18])=[O:10])[CH:24]([CH3:26])[CH3:25])[CH3:23], predict the reactants needed to synthesize it. The reactants are: Br[C:2]1[CH:3]=[CH:4][C:5]([O:19][CH:20]([CH:24]([CH3:26])[CH3:25])[CH:21]([CH3:23])[CH3:22])=[C:6]([NH:8][C:9]([NH:11][C:12]2[CH:17]=[CH:16][CH:15]=[CH:14][C:13]=2[F:18])=[O:10])[CH:7]=1.[C:27]([C:30]1[CH:31]=[C:32](B(O)O)[CH:33]=[CH:34][C:35]=1[O:36][CH3:37])([OH:29])=[O:28].BrC1C=C(C(C2C=CC=CC=2)C=C)C(OCCC)=C(NC(NC2C=CC(C)=CC=2)=O)C=1. (2) Given the product [N+:1]([C:4]1[CH:5]=[C:6]2[C:10](=[CH:11][CH:12]=1)[N:9]([CH2:24][CH2:25][O:26][CH:27]1[CH2:32][CH2:31][CH2:30][CH2:29][O:28]1)[NH:8][C:7]2=[O:13])([O-:3])=[O:2], predict the reactants needed to synthesize it. The reactants are: [N+:1]([C:4]1[CH:5]=[C:6]2[C:10](=[CH:11][CH:12]=1)[NH:9][NH:8][C:7]2=[O:13])([O-:3])=[O:2].C(N(C(C)C)CC)(C)C.Br[CH2:24][CH2:25][O:26][CH:27]1[CH2:32][CH2:31][CH2:30][CH2:29][O:28]1.